Predict the reactants needed to synthesize the given product. From a dataset of Full USPTO retrosynthesis dataset with 1.9M reactions from patents (1976-2016). Given the product [O:1]1[C:5]2[CH:6]=[CH:7][C:8]([CH:10]([CH2:14][C:15]3[CH:16]=[CH:17][CH:18]=[CH:19][CH:20]=3)[CH2:11][CH:12]=[O:13])=[CH:9][C:4]=2[O:3][CH2:2]1, predict the reactants needed to synthesize it. The reactants are: [O:1]1[C:5]2[CH:6]=[CH:7][C:8]([CH:10]([CH2:14][C:15]3[CH:20]=[CH:19][CH:18]=[CH:17][CH:16]=3)[CH2:11][CH2:12][OH:13])=[CH:9][C:4]=2[O:3][CH2:2]1.C(N(CC)CC)C.CS(C)=O.C(=O)(O)[O-].[Na+].